From a dataset of Peptide-MHC class I binding affinity with 185,985 pairs from IEDB/IMGT. Regression. Given a peptide amino acid sequence and an MHC pseudo amino acid sequence, predict their binding affinity value. This is MHC class I binding data. (1) The peptide sequence is AMDEFIQRYK. The MHC is HLA-A68:01 with pseudo-sequence HLA-A68:01. The binding affinity (normalized) is 0.166. (2) The peptide sequence is ETVNFVPNY. The binding affinity (normalized) is 0.0847. The MHC is HLA-A02:01 with pseudo-sequence HLA-A02:01. (3) The peptide sequence is QEADNMITEM. The MHC is HLA-B44:03 with pseudo-sequence HLA-B44:03. The binding affinity (normalized) is 0.381. (4) The peptide sequence is LTFLDCLYY. The MHC is SLA-10401 with pseudo-sequence SLA-10401. The binding affinity (normalized) is 0.0847.